From a dataset of NCI-60 drug combinations with 297,098 pairs across 59 cell lines. Regression. Given two drug SMILES strings and cell line genomic features, predict the synergy score measuring deviation from expected non-interaction effect. (1) Drug 1: C1CC(C1)(C(=O)O)C(=O)O.[NH2-].[NH2-].[Pt+2]. Drug 2: CC1CCC2CC(C(=CC=CC=CC(CC(C(=O)C(C(C(=CC(C(=O)CC(OC(=O)C3CCCCN3C(=O)C(=O)C1(O2)O)C(C)CC4CCC(C(C4)OC)OCCO)C)C)O)OC)C)C)C)OC. Cell line: BT-549. Synergy scores: CSS=1.45, Synergy_ZIP=-0.0110, Synergy_Bliss=0.115, Synergy_Loewe=-5.09, Synergy_HSA=-2.78. (2) Drug 1: CN1C2=C(C=C(C=C2)N(CCCl)CCCl)N=C1CCCC(=O)O.Cl. Drug 2: CC(C)(C#N)C1=CC(=CC(=C1)CN2C=NC=N2)C(C)(C)C#N. Cell line: HOP-62. Synergy scores: CSS=-10.2, Synergy_ZIP=4.33, Synergy_Bliss=0.482, Synergy_Loewe=-23.5, Synergy_HSA=-13.4. (3) Drug 1: C1=CN(C=N1)CC(O)(P(=O)(O)O)P(=O)(O)O. Drug 2: C1CN(P(=O)(OC1)NCCCl)CCCl. Cell line: HT29. Synergy scores: CSS=6.07, Synergy_ZIP=-0.141, Synergy_Bliss=3.10, Synergy_Loewe=6.22, Synergy_HSA=5.00. (4) Drug 1: C1=C(C(=O)NC(=O)N1)N(CCCl)CCCl. Drug 2: CC1C(C(=O)NC(C(=O)N2CCCC2C(=O)N(CC(=O)N(C(C(=O)O1)C(C)C)C)C)C(C)C)NC(=O)C3=C4C(=C(C=C3)C)OC5=C(C(=O)C(=C(C5=N4)C(=O)NC6C(OC(=O)C(N(C(=O)CN(C(=O)C7CCCN7C(=O)C(NC6=O)C(C)C)C)C)C(C)C)C)N)C. Cell line: SN12C. Synergy scores: CSS=43.0, Synergy_ZIP=3.83, Synergy_Bliss=6.57, Synergy_Loewe=7.37, Synergy_HSA=7.13. (5) Synergy scores: CSS=75.9, Synergy_ZIP=0.347, Synergy_Bliss=-0.974, Synergy_Loewe=-1.58, Synergy_HSA=1.46. Drug 1: C1=C(C(=O)NC(=O)N1)N(CCCl)CCCl. Drug 2: CCC1=C2CN3C(=CC4=C(C3=O)COC(=O)C4(CC)O)C2=NC5=C1C=C(C=C5)O. Cell line: SR. (6) Drug 1: CC1=C2C(C(=O)C3(C(CC4C(C3C(C(C2(C)C)(CC1OC(=O)C(C(C5=CC=CC=C5)NC(=O)OC(C)(C)C)O)O)OC(=O)C6=CC=CC=C6)(CO4)OC(=O)C)OC)C)OC. Drug 2: C1=NC(=NC(=O)N1C2C(C(C(O2)CO)O)O)N. Cell line: HCC-2998. Synergy scores: CSS=63.3, Synergy_ZIP=16.2, Synergy_Bliss=16.2, Synergy_Loewe=-13.7, Synergy_HSA=16.8. (7) Drug 1: CNC(=O)C1=NC=CC(=C1)OC2=CC=C(C=C2)NC(=O)NC3=CC(=C(C=C3)Cl)C(F)(F)F. Cell line: HT29. Drug 2: CC(C)(C#N)C1=CC(=CC(=C1)CN2C=NC=N2)C(C)(C)C#N. Synergy scores: CSS=-6.37, Synergy_ZIP=0.399, Synergy_Bliss=-4.04, Synergy_Loewe=-9.20, Synergy_HSA=-6.65. (8) Drug 2: CC1=C2C(C(=O)C3(C(CC4C(C3C(C(C2(C)C)(CC1OC(=O)C(C(C5=CC=CC=C5)NC(=O)OC(C)(C)C)O)O)OC(=O)C6=CC=CC=C6)(CO4)OC(=O)C)O)C)O. Synergy scores: CSS=32.7, Synergy_ZIP=10.7, Synergy_Bliss=12.5, Synergy_Loewe=-24.0, Synergy_HSA=8.72. Drug 1: CNC(=O)C1=CC=CC=C1SC2=CC3=C(C=C2)C(=NN3)C=CC4=CC=CC=N4. Cell line: HOP-62. (9) Drug 1: CC12CCC(CC1=CCC3C2CCC4(C3CC=C4C5=CN=CC=C5)C)O. Drug 2: C1=CC(=CC=C1C#N)C(C2=CC=C(C=C2)C#N)N3C=NC=N3. Cell line: UO-31. Synergy scores: CSS=5.95, Synergy_ZIP=-6.66, Synergy_Bliss=-6.89, Synergy_Loewe=-5.49, Synergy_HSA=-5.29.